This data is from Experimentally validated miRNA-target interactions with 360,000+ pairs, plus equal number of negative samples. The task is: Binary Classification. Given a miRNA mature sequence and a target amino acid sequence, predict their likelihood of interaction. (1) The miRNA is hsa-miR-6840-5p with sequence ACCCCCGGGCAAAGACCUGCAGAU. The protein sequence of the target gene is MPAPIRLRELIRTIRTARTQAEEREMIQKECAAIRSSFREEDNTYRCRNVAKLLYMHMLGYPAHFGQLECLKLIASQKFTDKRIGYLGAMLLLDERQDVHLLMTNCIKNDLNHSTQFVQGLALCTLGCMGSSEMCRDLAGEVEKLLKTSNSYLRKKAALCAVHVIRKVPELMEMFLPATKNLLNEKNHGVLHTSVVLLTEMCERSPDMLAHFRKLVPQLVRILKNLIMSGYSPEHDVSGISDPFLQVRILRLLRILGRNDDDSSEAMNDILAQVATNTETSKNVGNAILYETVLTIMDIK.... Result: 0 (no interaction). (2) The miRNA is hsa-miR-559 with sequence UAAAGUAAAUAUGCACCAAAA. The protein sequence of the target gene is MSEKKQPVDLGLLEEDDEFEEFPAEDWAGLDEDEDAHVWEDNWDDDNVEDDFSNQLRAELEKHGYKMETS. Result: 1 (interaction). (3) The miRNA is hsa-miR-335-5p with sequence UCAAGAGCAAUAACGAAAAAUGU. The protein sequence of the target gene is MVEADHPGKLFIGGLNRETNEKMLKAVFGKHGPISEVLLIKDRTSKSRGFAFITFENPADAKNAAKDMNGKSLHGKAIKVEQAKKPSFQSGGRRRPPASSRNRSPSGSLRSARGSRGGTRGWLPSQEGHLDDGGYTPDLKMSYSRGLIPVKRGPSSRSGGPPPKKSAPSAVARSNSWMGSQGPMSQRRENYGVPPRRATISSWRNDRMSTRHDGYATNDGNHPSCQETRDYAPPSRGYAYRDNGHSNRDEHSSRGYRNHRSSRETRDYAPPSRGHAYRDYGHSRRDESYSRGYRNRRSSR.... Result: 1 (interaction). (4) The miRNA is hsa-miR-302c-3p with sequence UAAGUGCUUCCAUGUUUCAGUGG. The protein sequence of the target gene is MARLLWLLRGLTLGTAPRRAVRGQAGGGGPGTGPGLGEAGSLATCELPLAKSEWQKKLTPEQFYVTREKGTEPPFSGIYLNNKEAGMYHCVCCDSPLFSSEKKYCSGTGWPSFSEAHGTSGSDESHTGILRRLDTSLGSARTEVVCKQCEAHLGHVFPDGPGPNGQRFCINSVALKFKPRKH. Result: 1 (interaction). (5) The miRNA is hsa-miR-6787-3p with sequence UCUCAGCUGCUGCCCUCUCCAG. The protein sequence of the target gene is MVKISFQPAVAGIKADKADKAAASGPASASAPAAEILLTPAREERPPRHRSRKGGSVGGVCYLSMGMVVLLMGLVFASVYIYRYFFLAQLARDNFFHCGVLYEDSLSSQIRTRLELEEDVKIYLEENYERINVPVPQFGGGDPADIIHDFQRGLTAYHDISLDKCYVIELNTTIVLPPRNFWELLMNVKRGTYLPQTYIIQEEMVVTEHVRDKEALGSFIYHLCNGKDTYRLRRRSTRRRINKRGGKNCNAIRHFENTFVVETLICGVV. Result: 0 (no interaction). (6) The miRNA is hsa-miR-4424 with sequence AGAGUUAACUCAAAAUGGACUA. The protein sequence of the target gene is MWPQPRLPPHPAMSEKTQQGKLAAAKKKLKAYWQRKSPGIPAGANRKKKVNGSSPDTATSGGYHSPGDSATGIYGEGRASSTTLQDLESQYQELAVALDSSSAIISQLTENINSLVRTSKEEKKHEIHLVQKLGRSLFKLKNQTAEPLAPEPPAGPSKVEQLQDETNHLRKELESVGRQLQAEVENNQMLSLLNRRQEERLREQEERLHEQEERLHEQEERLCEQEERLREQEERLCEQEERLREQEERLCEQEERLREQEERLCEQEERLREQEERLREQEERLCEQEERLCEQEERLR.... Result: 1 (interaction). (7) The miRNA is hsa-miR-206 with sequence UGGAAUGUAAGGAAGUGUGUGG. The protein sequence of the target gene is MNAAKVETSSMGMLQRADLTAADCLQEGEMGKKIQGKCFRIISTVSPVKLYCCYGVIMVLTVAVIALSVALSVRNKIPAMEDREPCYTACPSGWIGFGSKCFYFSEDMGNWTFSQSSCVASNSHLALFHSLEELNFLKRYKGTSDHWIGLHRASTQHPWIWTDNTEYSNLVLTRGGGECGFLSDNGISSGRSYTHRKWICSKFVSSCKSRVGSVPRHV. Result: 0 (no interaction).